This data is from Full USPTO retrosynthesis dataset with 1.9M reactions from patents (1976-2016). The task is: Predict the reactants needed to synthesize the given product. (1) Given the product [C:27]1([C:9]2[CH:14]=[CH:13][CH:12]=[CH:11][CH:10]=2)[CH:28]=[CH:29][C:24]([C:20]2[O:21][C:22]([CH3:23])=[C:18]([CH2:17][CH2:16][O:15][C:12]3[CH:13]=[CH:14][C:9]([O:8][C:5]([CH3:6])([CH3:7])[C:4]([OH:3])=[O:40])=[CH:10][C:11]=3[CH2:16][CH2:17][CH2:18][CH3:22])[N:19]=2)=[CH:25][CH:26]=1, predict the reactants needed to synthesize it. The reactants are: C([O:3][C:4](=[O:40])[C:5]([O:8][C:9]1[CH:14]=[CH:13][C:12]([O:15][CH2:16][CH2:17][C:18]2[N:19]=[C:20]([C:24]3[CH:25]=[C:26](C4C=CC=CC=4)[CH:27]=[CH:28][CH:29]=3)[O:21][C:22]=2[CH3:23])=[C:11](CCCC)[CH:10]=1)([CH3:7])[CH3:6])C.[OH-].[Na+]. (2) Given the product [O:29]=[C:28]([CH3:27])[CH:30]=[CH:31][C:2]1[CH:3]=[CH:4][C:5]([NH:8][C:9](=[O:26])[CH:10]([NH:14][C:15](=[O:25])[CH2:16][C:17]2[CH:22]=[C:21]([F:23])[CH:20]=[C:19]([F:24])[CH:18]=2)[CH2:11][CH2:12][CH3:13])=[N:6][CH:7]=1, predict the reactants needed to synthesize it. The reactants are: Br[C:2]1[CH:3]=[CH:4][C:5]([NH:8][C:9](=[O:26])[CH:10]([NH:14][C:15](=[O:25])[CH2:16][C:17]2[CH:22]=[C:21]([F:23])[CH:20]=[C:19]([F:24])[CH:18]=2)[CH2:11][CH2:12][CH3:13])=[N:6][CH:7]=1.[CH3:27][C:28]([CH:30]=[CH2:31])=[O:29].C(N(C(C)C)CC)(C)C.C1(C)C=CC=CC=1P(C1C=CC=CC=1C)C1C=CC=CC=1C. (3) The reactants are: Cl.[C:2]([N:6]1[CH:14]=[C:13]2[C:8]([C:9](=[O:20])[NH:10][C:11]3([CH2:19][CH2:18][NH:17][CH2:16][CH2:15]3)[CH2:12]2)=[N:7]1)([CH3:5])([CH3:4])[CH3:3].[CH3:21][O:22][C:23]1[CH:24]=[C:25]([C:38](O)=[O:39])[CH:26]=[C:27]2[C:31]=1[N:30](C1CCCCO1)[N:29]=[CH:28]2.C(N(CC)CC)C.CCCP1(OP(CCC)(=O)OP(CCC)(=O)O1)=O.Cl. Given the product [C:2]([N:6]1[CH:14]=[C:13]2[C:8]([C:9](=[O:20])[NH:10][C:11]3([CH2:19][CH2:18][N:17]([C:38]([C:25]4[CH:26]=[C:27]5[C:31](=[C:23]([O:22][CH3:21])[CH:24]=4)[NH:30][N:29]=[CH:28]5)=[O:39])[CH2:16][CH2:15]3)[CH2:12]2)=[N:7]1)([CH3:5])([CH3:3])[CH3:4], predict the reactants needed to synthesize it. (4) Given the product [F:34][C:24]1[CH:25]=[C:26]([N:29]2[CH:33]=[N:32][N:31]=[N:30]2)[CH:27]=[CH:28][C:23]=1[O:22][CH2:21][C:19]1[CH:20]=[N:16][N:17]([CH:2]2[CH2:7][CH2:6][N:5]([C:8]([O:10][C:11]([CH3:14])([CH3:13])[CH3:12])=[O:9])[CH:4]([CH3:15])[CH2:3]2)[N:18]=1, predict the reactants needed to synthesize it. The reactants are: O[CH:2]1[CH2:7][CH2:6][N:5]([C:8]([O:10][C:11]([CH3:14])([CH3:13])[CH3:12])=[O:9])[CH:4]([CH3:15])[CH2:3]1.[N:16]1[NH:17][N:18]=[C:19]([CH2:21][O:22][C:23]2[CH:28]=[CH:27][C:26]([N:29]3[CH:33]=[N:32][N:31]=[N:30]3)=[CH:25][C:24]=2[F:34])[CH:20]=1. (5) Given the product [CH2:21]([O:20][C:18]([NH:17][C@H:12]1[CH2:11][CH2:10][C@@H:9]([NH:8][C:6](=[O:7])[O:5][C:1]([CH3:2])([CH3:3])[CH3:4])[CH2:16][C@H:13]1[CH2:14][OH:15])=[O:19])[C:22]1[CH:23]=[CH:24][CH:25]=[CH:26][CH:27]=1, predict the reactants needed to synthesize it. The reactants are: [C:1]([O:5][C:6]([N:8]1[C:14](=[O:15])[C@@H:13]2[CH2:16][C@H:9]1[CH2:10][CH2:11][C@@H:12]2[NH:17][C:18]([O:20][CH2:21][C:22]1[CH:27]=[CH:26][CH:25]=[CH:24][CH:23]=1)=[O:19])=[O:7])([CH3:4])([CH3:3])[CH3:2].O.[BH4-].[Na+]. (6) Given the product [F:20][C:21]1[CH:22]=[C:23]([CH:26]=[CH:27][C:28]=1[F:29])[CH2:24][N:6]1[C:5](=[O:13])[C:4]2[C:9](=[CH:10][CH:11]=[C:2]([I:1])[CH:3]=2)[N:8]([CH3:14])[C:7]1=[O:12], predict the reactants needed to synthesize it. The reactants are: [I:1][C:2]1[CH:3]=[C:4]2[C:9](=[CH:10][CH:11]=1)[NH:8][C:7](=[O:12])[NH:6][C:5]2=[O:13].[C:14](=O)([O-])[O-].[Cs+].[Cs+].[F:20][C:21]1[CH:22]=[C:23]([CH:26]=[CH:27][C:28]=1[F:29])[CH2:24]Br.O.